From a dataset of Full USPTO retrosynthesis dataset with 1.9M reactions from patents (1976-2016). Predict the reactants needed to synthesize the given product. (1) Given the product [Cl:1][C:2]1[CH:3]=[C:4]([NH:9][C:10]2[C:19]3[C:14](=[CH:15][C:16]([O:28][CH2:29][CH3:30])=[C:17]([NH:20][C:21](=[O:27])/[CH:22]=[CH:23]/[CH2:24][N:25]([CH2:38][CH2:39][F:40])[CH3:26])[CH:18]=3)[N:13]=[CH:12][C:11]=2[C:31]#[N:32])[CH:5]=[CH:6][C:7]=1[F:8], predict the reactants needed to synthesize it. The reactants are: [Cl:1][C:2]1[CH:3]=[C:4]([NH:9][C:10]2[C:19]3[C:14](=[CH:15][C:16]([O:28][CH2:29][CH3:30])=[C:17]([NH:20][C:21](=[O:27])/[CH:22]=[CH:23]/[CH2:24][NH:25][CH3:26])[CH:18]=3)[N:13]=[CH:12][C:11]=2[C:31]#[N:32])[CH:5]=[CH:6][C:7]=1[F:8].S(O[CH2:38][CH2:39][F:40])(C)(=O)=O.C(N(CC)CC)C. (2) The reactants are: [N:1]1[C:10]2[CH:9]([C:11]([O:13][CH2:14][CH3:15])=[O:12])[CH2:8][CH2:7][CH2:6][C:5]=2[CH:4]=[CH:3][CH:2]=1.[CH2:16]=[O:17].C1CCN2C(=NCCC2)CC1. Given the product [OH:17][CH2:16][C:9]1([C:11]([O:13][CH2:14][CH3:15])=[O:12])[C:10]2[N:1]=[CH:2][CH:3]=[CH:4][C:5]=2[CH2:6][CH2:7][CH2:8]1, predict the reactants needed to synthesize it. (3) Given the product [C:1]([O:5][C:6]([N:8]1[C:12]([CH2:26][CH2:27][C:28]2[CH:29]=[CH:30][C:31]([O:34][CH2:35][C:36]3[CH:41]=[CH:40][CH:39]=[CH:38][CH:37]=3)=[CH:32][CH:33]=2)([CH2:13][OH:14])[CH2:11][O:10][C:9]1([CH3:43])[CH3:42])=[O:7])([CH3:4])([CH3:2])[CH3:3], predict the reactants needed to synthesize it. The reactants are: [C:1]([O:5][C:6]([N:8]1[C:12]([CH2:26][CH2:27][C:28]2[CH:33]=[CH:32][C:31]([O:34][CH2:35][C:36]3[CH:41]=[CH:40][CH:39]=[CH:38][CH:37]=3)=[CH:30][CH:29]=2)([CH2:13][O:14]C(=O)C2C=CC=CC=2[N+]([O-])=O)[CH2:11][O:10][C:9]1([CH3:43])[CH3:42])=[O:7])([CH3:4])([CH3:3])[CH3:2].C([O-])([O-])=O.[K+].[K+]. (4) Given the product [Cl:8][C:4]1[N:5]=[N:6][CH:7]=[C:2]([C:11]2[CH:12]=[C:13]([NH:16][C:17](=[O:28])[C:18]3[CH:23]=[CH:22][CH:21]=[C:20]([C:24]([F:25])([F:27])[F:26])[CH:19]=3)[CH:14]=[N:15][C:10]=2[CH3:9])[CH:3]=1, predict the reactants needed to synthesize it. The reactants are: Br[C:2]1[CH:3]=[C:4]([Cl:8])[N:5]=[N:6][CH:7]=1.[CH3:9][C:10]1[N:15]=[CH:14][C:13]([NH:16][C:17](=[O:28])[C:18]2[CH:23]=[CH:22][CH:21]=[C:20]([C:24]([F:27])([F:26])[F:25])[CH:19]=2)=[CH:12][C:11]=1B1OC(C)(C)C(C)(C)O1.C(=O)([O-])[O-].[Na+].[Na+].